This data is from Full USPTO retrosynthesis dataset with 1.9M reactions from patents (1976-2016). The task is: Predict the reactants needed to synthesize the given product. (1) Given the product [CH:13]1([CH2:18][CH:19]([C:28]2[CH:33]=[CH:32][C:31]([S:34](=[O:36])(=[O:35])[NH2:4])=[CH:30][CH:29]=2)[C:20]([NH:22][C:23]2[S:24][CH:25]=[CH:26][N:27]=2)=[O:21])[CH2:17][CH2:16][CH2:15][CH2:14]1, predict the reactants needed to synthesize it. The reactants are: C([NH:4]C(C)C)(C)C.C([Li])CCC.[CH:13]1([CH2:18][CH:19]([C:28]2[CH:33]=[CH:32][C:31]([S:34](C)(=[O:36])=[O:35])=[CH:30][CH:29]=2)[C:20]([NH:22][C:23]2[S:24][CH:25]=[CH:26][N:27]=2)=[O:21])[CH2:17][CH2:16][CH2:15][CH2:14]1.C(B(CCCC)CCCC)CCC.C([O-])(=O)C.[Na+].ONS(O)(=O)=O. (2) The reactants are: C1(P(C2CCCCC2)C2C=CC=CC=2C2C=CC=CC=2)CCCCC1.C(=O)([O-])[O-].[K+].[K+].Cl.Cl.[CH3:34][C:35]1[N:40]=[C:39]([N:41]2[CH2:46][CH2:45][CH:44]([NH2:47])[CH2:43][CH2:42]2)[CH:38]=[CH:37][N:36]=1.Cl[C:49]1[N:54]=[C:53]([C:55]([OH:58])([CH3:57])[CH3:56])[CH:52]=[C:51]([C:59]2[CH:64]=[CH:63][C:62]([C:65]([F:68])([F:67])[F:66])=[CH:61][CH:60]=2)[N:50]=1. Given the product [CH3:34][C:35]1[N:40]=[C:39]([N:41]2[CH2:46][CH2:45][CH:44]([NH:47][C:49]3[N:54]=[C:53]([C:55]([OH:58])([CH3:57])[CH3:56])[CH:52]=[C:51]([C:59]4[CH:64]=[CH:63][C:62]([C:65]([F:68])([F:66])[F:67])=[CH:61][CH:60]=4)[N:50]=3)[CH2:43][CH2:42]2)[CH:38]=[CH:37][N:36]=1, predict the reactants needed to synthesize it. (3) Given the product [CH:1]([C:3]1[CH:11]=[CH:10][C:6]([C:7]([O:9][CH2:16][CH3:17])=[O:8])=[CH:5][C:4]=1[OH:12])=[O:2], predict the reactants needed to synthesize it. The reactants are: [CH:1]([C:3]1[CH:11]=[CH:10][C:6]([C:7]([OH:9])=[O:8])=[CH:5][C:4]=1[OH:12])=[O:2].[F-].[Cs+].I[CH2:16][CH3:17]. (4) Given the product [Cl:1][C:2]1[CH:7]=[C:6]([CH3:8])[CH:5]=[C:4]([CH3:9])[C:3]=1[N:10]=[C:11]([C:13]1[CH:14]=[CH:15][CH:16]=[C:17]([C:19](=[N:26][C:25]2[C:27]([CH2:31][CH3:32])=[CH:28][CH:29]=[CH:30][C:24]=2[CH2:22][CH3:23])[CH3:20])[N:18]=1)[CH3:12], predict the reactants needed to synthesize it. The reactants are: [Cl:1][C:2]1[CH:7]=[C:6]([CH3:8])[CH:5]=[C:4]([CH3:9])[C:3]=1[N:10]=[C:11]([C:13]1[N:18]=[C:17]([C:19](=O)[CH3:20])[CH:16]=[CH:15][CH:14]=1)[CH3:12].[CH2:22]([C:24]1[CH:30]=[CH:29][CH:28]=[C:27]([CH2:31][CH3:32])[C:25]=1[NH2:26])[CH3:23]. (5) Given the product [F:26][C:10]([F:25])([F:9])[C:11]1[CH:16]=[CH:15][CH:14]=[CH:13][C:12]=1[C:17]1[CH:22]=[CH:21][N:20]=[C:19]([C:23](=[N:7][OH:8])[NH2:24])[CH:18]=1, predict the reactants needed to synthesize it. The reactants are: C(=O)([O-])O.[Na+].Cl.[NH2:7][OH:8].[F:9][C:10]([F:26])([F:25])[C:11]1[CH:16]=[CH:15][CH:14]=[CH:13][C:12]=1[C:17]1[CH:22]=[CH:21][N:20]=[C:19]([C:23]#[N:24])[CH:18]=1. (6) Given the product [CH2:6]([O:5][CH2:4][C:3]([NH:15][NH2:16])=[O:2])[C:7]1[CH:12]=[CH:11][CH:10]=[CH:9][CH:8]=1, predict the reactants needed to synthesize it. The reactants are: C[O:2][C:3](=O)[CH2:4][O:5][CH2:6][C:7]1[CH:12]=[CH:11][CH:10]=[CH:9][CH:8]=1.O.[NH2:15][NH2:16]. (7) Given the product [CH2:29]([O:28][C:24]1[CH:23]=[C:22]([CH:27]=[CH:26][CH:25]=1)[O:21][C:18]1[CH:19]=[CH:20][C:15]([CH2:14][CH2:13][CH2:12][CH:11]([NH:37][C:38]2[CH:43]=[CH:42][CH:41]=[CH:40][CH:39]=2)[CH2:10][OH:9])=[C:16]([Cl:36])[CH:17]=1)[C:30]1[CH:31]=[CH:32][CH:33]=[CH:34][CH:35]=1, predict the reactants needed to synthesize it. The reactants are: C([O:9][CH2:10][CH:11]([NH:37][C:38]1[CH:43]=[CH:42][CH:41]=[CH:40][CH:39]=1)[CH2:12][CH2:13][CH2:14][C:15]1[CH:20]=[CH:19][C:18]([O:21][C:22]2[CH:27]=[CH:26][CH:25]=[C:24]([O:28][CH2:29][C:30]3[CH:35]=[CH:34][CH:33]=[CH:32][CH:31]=3)[CH:23]=2)=[CH:17][C:16]=1[Cl:36])(=O)C1C=CC=CC=1.[OH-].[Na+].O.